Task: Predict the reaction yield, written as a fraction of the theoretical maximum amount of product (1.0 means a 100% yield; for example, 0.34 means a 34% yield).. Dataset: Reaction yield outcomes from USPTO patents with 853,638 reactions The reactants are Cl[CH2:2][CH2:3][CH2:4][O:5][C:6]1[CH:7]=[C:8]([N:12]([CH3:14])[CH3:13])[CH:9]=[CH:10][CH:11]=1.[CH3:15][NH2:16]. The catalyst is CO. The product is [CH3:13][N:12]([CH3:14])[C:8]1[CH:9]=[CH:10][CH:11]=[C:6]([O:5][CH2:4][CH2:3][CH2:2][NH:16][CH3:15])[CH:7]=1. The yield is 0.566.